Dataset: Full USPTO retrosynthesis dataset with 1.9M reactions from patents (1976-2016). Task: Predict the reactants needed to synthesize the given product. (1) Given the product [C:1]([C:3]1[CH:8]=[CH:7][C:6]([C@@H:9]2[C:14]([C:15]([NH2:35])=[O:17])=[C:13]([CH3:18])[N:12]([C:19]3[CH:24]=[CH:23][CH:22]=[C:21]([C:25]([F:28])([F:26])[F:27])[CH:20]=3)[C:11](=[O:29])[NH:10]2)=[C:5]([N+:30]([O-:32])=[O:31])[CH:4]=1)#[N:2], predict the reactants needed to synthesize it. The reactants are: [C:1]([C:3]1[CH:8]=[CH:7][C:6]([C@@H:9]2[C:14]([C:15]([OH:17])=O)=[C:13]([CH3:18])[N:12]([C:19]3[CH:24]=[CH:23][CH:22]=[C:21]([C:25]([F:28])([F:27])[F:26])[CH:20]=3)[C:11](=[O:29])[NH:10]2)=[C:5]([N+:30]([O-:32])=[O:31])[CH:4]=1)#[N:2].CC[N:35](C(C)C)C(C)C.C1CN([P+](ON2N=NC3C=CC=CC2=3)(N2CCCC2)N2CCCC2)CC1.F[P-](F)(F)(F)(F)F.N. (2) Given the product [C:18]([O:17][C:15]([N:12]1[CH2:11][CH2:10][N:9]([CH2:8][C:5]2[CH:6]=[CH:7][C:2]([Cl:1])=[CH:3][C:4]=2[N:22]2[CH2:23][CH2:24][CH:25]([C:28]([OH:30])=[O:29])[CH2:26][CH2:27]2)[CH2:14][CH2:13]1)=[O:16])([CH3:21])([CH3:19])[CH3:20], predict the reactants needed to synthesize it. The reactants are: [Cl:1][C:2]1[CH:7]=[CH:6][C:5]([CH2:8][N:9]2[CH2:14][CH2:13][N:12]([C:15]([O:17][C:18]([CH3:21])([CH3:20])[CH3:19])=[O:16])[CH2:11][CH2:10]2)=[C:4]([N:22]2[CH2:27][CH2:26][CH:25]([C:28]([O:30]CC)=[O:29])[CH2:24][CH2:23]2)[CH:3]=1.CO.[Li+].[OH-].Cl. (3) Given the product [C:1]([C:4]1[CH:11]=[CH:10][C:7]([CH:8]2[N:12]([C:13]3[N:14]=[N:15][C:16]([CH3:19])=[CH:17][CH:18]=3)[C:23](=[O:38])[C:24]([OH:37])=[C:25]2[C:26](=[O:27])[C:28]2[CH:29]=[CH:30][C:31]([CH:34]([CH3:35])[CH3:36])=[CH:32][CH:33]=2)=[CH:6][CH:5]=1)(=[O:3])[CH3:2], predict the reactants needed to synthesize it. The reactants are: [C:1]([C:4]1[CH:11]=[CH:10][C:7]([CH:8]=O)=[CH:6][CH:5]=1)(=[O:3])[CH3:2].[NH2:12][C:13]1[N:14]=[N:15][C:16]([CH3:19])=[CH:17][CH:18]=1.C(O[C:23](=[O:38])[C:24]([OH:37])=[CH:25][C:26]([C:28]1[CH:33]=[CH:32][C:31]([CH:34]([CH3:36])[CH3:35])=[CH:30][CH:29]=1)=[O:27])C. (4) Given the product [CH3:27][N:1]1[C:5]2[CH:6]=[CH:7][CH:8]=[CH:9][C:4]=2[N:3]=[C:2]1[S:10][C:11]1[N:12]([CH2:21][CH2:22][CH:23]=[C:24]([CH3:26])[CH3:25])[C:13]2[C:18]([N:19]=1)=[C:17]([NH2:20])[N:16]=[CH:15][N:14]=2, predict the reactants needed to synthesize it. The reactants are: [NH:1]1[C:5]2[CH:6]=[CH:7][CH:8]=[CH:9][C:4]=2[N:3]=[C:2]1[S:10][C:11]1[N:12]([CH2:21][CH2:22][CH:23]=[C:24]([CH3:26])[CH3:25])[C:13]2[C:18]([N:19]=1)=[C:17]([NH2:20])[N:16]=[CH:15][N:14]=2.[CH3:27]OS(OC)(=O)=O.C([O-])([O-])=O.[Cs+].[Cs+].CO. (5) Given the product [OH:1][C:2]1[CH:7]=[CH:6][C:5]2[C:8]3([CH3:22])[CH2:13][CH2:12][N:11]([C:14]([O:16][C:17]([CH3:18])([CH3:20])[CH3:19])=[O:15])[CH2:10][CH:9]3[O:21][C:4]=2[CH:3]=1, predict the reactants needed to synthesize it. The reactants are: [OH:1][C:2]1[CH:7]=[CH:6][C:5]2[CH:8]3[CH2:13][CH2:12][N:11]([C:14]([O:16][C:17]([CH3:20])([CH3:19])[CH3:18])=[O:15])[CH2:10][CH:9]3[O:21][C:4]=2[CH:3]=1.[CH3:22]OC1C=CC2C3(C)CCN=CC3OC=2C=1. (6) Given the product [Cl:1][C:2]1[CH:7]=[CH:6][CH:5]=[C:4]([F:8])[C:3]=1[C:9]1[NH:10][C:11]2[C:16]([CH:17]=1)=[CH:15][C:14]([C:30]1[N:31]=[C:32]([C:34]3[CH:39]=[N:38][CH:37]=[CH:36][N:35]=3)[S:33][C:29]=1[CH2:27][CH3:28])=[CH:13][CH:12]=2, predict the reactants needed to synthesize it. The reactants are: [Cl:1][C:2]1[CH:7]=[CH:6][CH:5]=[C:4]([F:8])[C:3]=1[C:9]1[NH:10][C:11]2[C:16]([CH:17]=1)=[CH:15][C:14](B1OC(C)(C)C(C)(C)O1)=[CH:13][CH:12]=2.[CH2:27]([C:29]1[S:33][C:32]([C:34]2[CH:39]=[N:38][CH:37]=[CH:36][N:35]=2)=[N:31][C:30]=1OS(C(F)(F)F)(=O)=O)[CH3:28].C(=O)([O-])[O-].[K+].[K+].O1CCOCC1. (7) The reactants are: [CH3:1][CH:2]([CH3:7])[CH2:3][C:4]([OH:6])=[O:5].[C:8](=[O:15])([S:12][CH2:13][CH3:14])[O:9][CH2:10]I. Given the product [CH2:13]([S:12][C:8]([O:9][CH2:10][O:5][C:4](=[O:6])[CH2:3][CH:2]([CH3:7])[CH3:1])=[O:15])[CH3:14], predict the reactants needed to synthesize it.